Dataset: Forward reaction prediction with 1.9M reactions from USPTO patents (1976-2016). Task: Predict the product of the given reaction. (1) Given the reactants [CH:1]([NH:4][CH2:5][C@H:6]1[N:11]([C:12]([C:14]2[CH:18]=[C:17]([CH3:19])[N:16]([C:20]3[CH:25]=[CH:24][CH:23]=[CH:22][CH:21]=3)[C:15]=2[C:26]2[CH:31]=[CH:30][CH:29]=[CH:28][CH:27]=2)=[O:13])[CH2:10][CH2:9][N:8]([C:32]([O:34][C:35]([CH3:38])([CH3:37])[CH3:36])=[O:33])[CH2:7]1)([CH3:3])[CH3:2].N1C=CC=CC=1.C1C[O:48][CH2:47][CH2:46]1.C([CH:52]([CH2:56][C:57](Cl)=[O:58])[C:53](Cl)=[O:54])C, predict the reaction product. The product is: [CH2:47]([O:48][C:57](=[O:58])[CH2:56][CH2:52][C:53]([N:4]([CH2:5][C@H:6]1[N:11]([C:12]([C:14]2[CH:18]=[C:17]([CH3:19])[N:16]([C:20]3[CH:21]=[CH:22][CH:23]=[CH:24][CH:25]=3)[C:15]=2[C:26]2[CH:27]=[CH:28][CH:29]=[CH:30][CH:31]=2)=[O:13])[CH2:10][CH2:9][N:8]([C:32]([O:34][C:35]([CH3:36])([CH3:38])[CH3:37])=[O:33])[CH2:7]1)[CH:1]([CH3:3])[CH3:2])=[O:54])[CH3:46]. (2) Given the reactants [CH3:1][S:2]([N:5]1[CH2:10][CH2:9][NH:8][CH2:7][CH2:6]1)(=[O:4])=[O:3].[NH2:11][C:12]1[N:17]=[C:16]([CH3:18])[N:15]=[C:14]([C:19]2[N:24]=[C:23]([C:25](=O)[CH3:26])[CH:22]=[N:21][C:20]=2[NH:28][C:29]2[CH:30]=[N:31][C:32]([O:35][CH3:36])=[CH:33][CH:34]=2)[CH:13]=1.C(O[BH-](OC(=O)C)OC(=O)C)(=O)C.[Na+].N, predict the reaction product. The product is: [CH3:36][O:35][C:32]1[N:31]=[CH:30][C:29]([NH:28][C:20]2[C:19]([C:14]3[N:15]=[C:16]([CH3:18])[N:17]=[C:12]([NH2:11])[CH:13]=3)=[N:24][C:23]([CH:25]([N:8]3[CH2:9][CH2:10][N:5]([S:2]([CH3:1])(=[O:4])=[O:3])[CH2:6][CH2:7]3)[CH3:26])=[CH:22][N:21]=2)=[CH:34][CH:33]=1. (3) Given the reactants C(=O)([O-])[O-].[K+].[K+].[F:7][C:8]1[CH:13]=[CH:12][C:11]([C:14](=[O:16])[CH3:15])=[C:10]([OH:17])[CH:9]=1.[CH2:18](Br)[C:19]1[CH:24]=[CH:23][CH:22]=[CH:21][CH:20]=1.Cl, predict the reaction product. The product is: [CH2:18]([O:17][C:10]1[CH:9]=[C:8]([F:7])[CH:13]=[CH:12][C:11]=1[C:14](=[O:16])[CH3:15])[C:19]1[CH:24]=[CH:23][CH:22]=[CH:21][CH:20]=1. (4) Given the reactants [Cl:1][C:2]1[CH:3]=[C:4]([NH2:21])[C:5]([NH2:20])=[CH:6][C:7]=1[O:8][C:9]1[CH:14]=[CH:13][C:12]([C:15]([F:18])([F:17])[F:16])=[CH:11][C:10]=1[Cl:19].[F:22][C:23]([F:34])([F:33])[C:24]([F:32])([F:31])[C:25](F)(F)C(O)=O, predict the reaction product. The product is: [Cl:1][C:2]1[C:7]([O:8][C:9]2[CH:14]=[CH:13][C:12]([C:15]([F:18])([F:16])[F:17])=[CH:11][C:10]=2[Cl:19])=[CH:6][C:5]2[NH:20][C:25]([C:24]([F:32])([F:31])[C:23]([F:34])([F:33])[F:22])=[N:21][C:4]=2[CH:3]=1. (5) The product is: [C:1]([C:5]1[CH:11]=[CH:10][C:8]([F:18])=[CH:7][CH:6]=1)([CH3:4])([CH3:3])[CH3:2]. Given the reactants [C:1]([C:5]1[CH:11]=[CH:10][C:8](N)=[CH:7][CH:6]=1)([CH3:4])([CH3:3])[CH3:2].N1C=CC=CC=1.[FH:18].N([O-])=O.[Na+], predict the reaction product. (6) Given the reactants Cl.[F:2][C:3]1[CH:11]=[CH:10][C:6]([C:7]([NH2:9])=[NH:8])=[CH:5][CH:4]=1.[CH3:12][C:13]([O-])([CH3:15])[CH3:14].[K+].C([OH:20])C, predict the reaction product. The product is: [F:2][C:3]1[CH:11]=[CH:10][C:6]([C:7]2[N:9]=[CH:14][C:13]([CH:15]=[O:20])=[CH:12][N:8]=2)=[CH:5][CH:4]=1.